This data is from Full USPTO retrosynthesis dataset with 1.9M reactions from patents (1976-2016). The task is: Predict the reactants needed to synthesize the given product. (1) Given the product [C:14]([O:13][C:11](=[O:12])[NH:30][CH2:29][CH2:28][N:23]1[C:24]2[C:20](=[C:19]([Br:18])[CH:27]=[CH:26][CH:25]=2)[CH:21]=[CH:22]1)([CH3:15])([CH3:16])[CH3:17], predict the reactants needed to synthesize it. The reactants are: [OH-].[Na+].[C:11](O[C:11]([O:13][C:14]([CH3:17])([CH3:16])[CH3:15])=[O:12])([O:13][C:14]([CH3:17])([CH3:16])[CH3:15])=[O:12].[Br:18][C:19]1[CH:27]=[CH:26][CH:25]=[C:24]2[C:20]=1[CH:21]=[CH:22][N:23]2[CH2:28][CH2:29][NH2:30].O. (2) The reactants are: [CH2:1]([O:8][C:9]1[C:10]([NH2:16])=[N:11][C:12]([Br:15])=[CH:13][CH:14]=1)[C:2]1[CH:7]=[CH:6][CH:5]=[CH:4][CH:3]=1.Cl[CH2:18][CH:19]=O. Given the product [CH2:1]([O:8][C:9]1[C:10]2[N:11]([CH:18]=[CH:19][N:16]=2)[C:12]([Br:15])=[CH:13][CH:14]=1)[C:2]1[CH:7]=[CH:6][CH:5]=[CH:4][CH:3]=1, predict the reactants needed to synthesize it. (3) Given the product [ClH:11].[Br:1][C:2]1[CH:3]=[CH:4][C:5]([Cl:11])=[C:6]([CH:7]=1)[NH2:8], predict the reactants needed to synthesize it. The reactants are: [Br:1][C:2]1[CH:3]=[CH:4][C:5]([Cl:11])=[C:6]([N+:8]([O-])=O)[CH:7]=1. (4) Given the product [NH:18]1[C:19]2[CH:24]=[CH:23][CH:22]=[CH:21][C:20]=2[N:16]=[C:17]1[C:25]1[C:29]([NH:30][C:13]([C:3]2[C:4]([C:7]3[CH:8]=[CH:9][CH:10]=[CH:11][CH:12]=3)=[N:5][O:6][C:2]=2[CH3:1])=[O:15])=[CH:28][NH:27][N:26]=1, predict the reactants needed to synthesize it. The reactants are: [CH3:1][C:2]1[O:6][N:5]=[C:4]([C:7]2[CH:12]=[CH:11][CH:10]=[CH:9][CH:8]=2)[C:3]=1[C:13]([OH:15])=O.[NH:16]1[C:20]2[CH:21]=[CH:22][CH:23]=[CH:24][C:19]=2[N:18]=[C:17]1[C:25]1[C:29]([NH2:30])=[CH:28][NH:27][N:26]=1.C(Cl)CCl.C1C=CC2N(O)N=NC=2C=1. (5) The reactants are: [CH3:1][C:2]([C:7]1[CH:12]=[CH:11][C:10]([C:13]2[CH:18]=[CH:17][C:16]([Cl:19])=[C:15]([Cl:20])[CH:14]=2)=[C:9]([F:21])[CH:8]=1)(C)[C:3]([OH:5])=[O:4].ClC1C=C(C2C=CC(C3(C(O)=O)CC3)=CC=2F)C=CC=1Cl. Given the product [Cl:20][C:15]1[CH:14]=[C:13]([C:10]2[CH:11]=[CH:12][C:7]([CH:2]([CH3:1])[C:3]([OH:5])=[O:4])=[CH:8][C:9]=2[F:21])[CH:18]=[CH:17][C:16]=1[Cl:19], predict the reactants needed to synthesize it. (6) Given the product [OH:26][C:5]1[C:6](=[O:23])[O:7][C:8]2[C:13]([CH:14]=1)=[CH:12][CH:11]=[C:10]([OH:15])[C:9]=2[OH:19], predict the reactants needed to synthesize it. The reactants are: C(N[C:5]1[C:6](=[O:23])[O:7][C:8]2[C:13]([CH:14]=1)=[CH:12][CH:11]=[C:10]([O:15]C(=O)C)[C:9]=2[O:19]C(=O)C)(=O)C.CC(O)=[O:26]. (7) Given the product [Br:5][C:6]1[CH:14]=[C:13]2[C:9]([CH2:10][CH2:11][NH:1][C:12]2=[O:15])=[CH:8][CH:7]=1, predict the reactants needed to synthesize it. The reactants are: [N-:1]=[N+]=[N-].[Na+].[Br:5][C:6]1[CH:14]=[C:13]2[C:9]([CH2:10][CH2:11][C:12]2=[O:15])=[CH:8][CH:7]=1.CS(O)(=O)=O.